This data is from Catalyst prediction with 721,799 reactions and 888 catalyst types from USPTO. The task is: Predict which catalyst facilitates the given reaction. (1) Reactant: C(OC(=O)[NH:7][C:8]1[S:12][N:11]=[C:10]([C:13]2[CH:18]=[CH:17][CH:16]=[C:15]([O:19][C:20]([F:23])([F:22])[F:21])[CH:14]=2)[N:9]=1)(C)(C)C.C(O)(C(F)(F)F)=O. Product: [F:23][C:20]([F:21])([F:22])[O:19][C:15]1[CH:14]=[C:13]([C:10]2[N:9]=[C:8]([NH2:7])[S:12][N:11]=2)[CH:18]=[CH:17][CH:16]=1. The catalyst class is: 2. (2) Reactant: [CH:1]([O:4][C:5]1[CH:6]=[C:7]([CH:20]=[C:21]([C:23](O)=O)[CH:22]=1)[C:8]([NH:10][C:11]1[CH:16]=[CH:15][C:14]([C:17]([OH:19])=[O:18])=[CH:13][N:12]=1)=[O:9])([CH3:3])[CH3:2].[F:26][C:27]1[CH:34]=[CH:33][CH:32]=[CH:31][C:28]=1[CH2:29][NH2:30].C([BH3-])#N.[Na+]. Product: [CH:1]([O:4][C:5]1[CH:6]=[C:7]([CH:20]=[C:21]([CH2:23][NH:30][CH2:29][C:28]2[CH:31]=[CH:32][CH:33]=[CH:34][C:27]=2[F:26])[CH:22]=1)[C:8]([NH:10][C:11]1[CH:16]=[CH:15][C:14]([C:17]([OH:19])=[O:18])=[CH:13][N:12]=1)=[O:9])([CH3:2])[CH3:3]. The catalyst class is: 5. (3) Reactant: [CH:1]1([Mg]Cl)[CH2:6][CH2:5][CH2:4][CH2:3][CH2:2]1.[CH:9]([C:11]1[CH:12]=[C:13]([C:16]([O:18][CH3:19])=[O:17])[NH:14][CH:15]=1)=[O:10]. Product: [CH:1]1([CH:9]([OH:10])[C:11]2[CH:12]=[C:13]([C:16]([O:18][CH3:19])=[O:17])[NH:14][CH:15]=2)[CH2:6][CH2:5][CH2:4][CH2:3][CH2:2]1. The catalyst class is: 1.